Dataset: Aqueous solubility values for 9,982 compounds from the AqSolDB database. Task: Regression/Classification. Given a drug SMILES string, predict its absorption, distribution, metabolism, or excretion properties. Task type varies by dataset: regression for continuous measurements (e.g., permeability, clearance, half-life) or binary classification for categorical outcomes (e.g., BBB penetration, CYP inhibition). For this dataset (solubility_aqsoldb), we predict Y. The compound is CCCC(=O)Oc1ccc(NC(C)=O)cc1. The Y is -2.83 log mol/L.